From a dataset of Full USPTO retrosynthesis dataset with 1.9M reactions from patents (1976-2016). Predict the reactants needed to synthesize the given product. Given the product [Si:16]([O:15][C@@H:8]1[C@@H:9]([CH3:14])[CH2:10][NH:11][CH2:6][C@H:7]1[NH:23][C:24](=[O:25])[O:26][C:27]([CH3:30])([CH3:28])[CH3:29])([C:19]([CH3:21])([CH3:22])[CH3:20])([CH3:17])[CH3:18], predict the reactants needed to synthesize it. The reactants are: CS(O[CH2:6][C@@H:7]([NH:23][C:24]([O:26][C:27]([CH3:30])([CH3:29])[CH3:28])=[O:25])[C@H:8]([O:15][Si:16]([C:19]([CH3:22])([CH3:21])[CH3:20])([CH3:18])[CH3:17])[C@@H:9]([CH3:14])[CH2:10][N:11]=[N+]=[N-])(=O)=O.CCN(C(C)C)C(C)C.